This data is from Reaction yield outcomes from USPTO patents with 853,638 reactions. The task is: Predict the reaction yield, written as a fraction of the theoretical maximum amount of product (1.0 means a 100% yield; for example, 0.34 means a 34% yield). (1) The reactants are [N:1]1([C:5]([C:7]2[S:15][C:14]3[C:9](=[N:10][CH:11]=[CH:12][C:13]=3Cl)[CH:8]=2)=[O:6])[CH2:4][CH2:3][CH2:2]1.[CH:17]1([CH2:20][NH:21][C:22]([C:24]2[C:25]3[CH:33]=[CH:32][C:31](O)=[CH:30][C:26]=3[S:27][C:28]=2[CH3:29])=[O:23])[CH2:19][CH2:18]1.C([O-])([O-])=[O:36].[Cs+].[Cs+]. No catalyst specified. The product is [CH:17]1([CH2:20][NH:21][C:22]([C:24]2[C:25]3[C:33]([O:36][C:13]4[CH:12]=[CH:11][N:10]=[C:9]5[CH:8]=[C:7]([C:5]([N:1]6[CH2:4][CH2:3][CH2:2]6)=[O:6])[S:15][C:14]=45)=[CH:32][CH:31]=[CH:30][C:26]=3[S:27][C:28]=2[CH3:29])=[O:23])[CH2:19][CH2:18]1. The yield is 0.540. (2) The reactants are [CH3:1][C:2]1[CH:13]=[C:12]([N+:14]([O-:16])=[O:15])[CH:11]=[C:10]([CH3:17])[C:3]=1[O:4][CH2:5][C:6]([NH:8][NH2:9])=[O:7].[NH:18]1[C:26]2[CH:25]=[CH:24][CH:23]=[C:22]([CH:27]=O)[C:21]=2[CH:20]=[CH:19]1. The catalyst is CCO. The product is [NH:18]1[C:26]2[C:21](=[C:22](/[CH:27]=[N:9]/[NH:8][C:6](=[O:7])[CH2:5][O:4][C:3]3[C:2]([CH3:1])=[CH:13][C:12]([N+:14]([O-:16])=[O:15])=[CH:11][C:10]=3[CH3:17])[CH:23]=[CH:24][CH:25]=2)[CH:20]=[CH:19]1. The yield is 0.290. (3) The reactants are FC(F)(F)C(O)=O.[CH:8]([N:11]1[C:15]([C:16]2[N:25]=[C:24]3[N:18]([CH2:19][CH2:20][O:21][C:22]4[CH:29]=[CH:28][C:27]([CH2:30][C:31](O)=[O:32])=[CH:26][C:23]=43)[CH:17]=2)=[N:14][CH:13]=[N:12]1)([CH3:10])[CH3:9].CN(C(ON1N=NC2C=CC=NC1=2)=[N+](C)C)C.F[P-](F)(F)(F)(F)F.CCN(CC)CC.[CH2:65]([NH2:72])[C:66]1[CH:71]=[CH:70][CH:69]=[CH:68][CH:67]=1. The catalyst is CN(C=O)C. The product is [CH2:65]([NH:72][C:31](=[O:32])[CH2:30][C:27]1[CH:28]=[CH:29][C:22]2[O:21][CH2:20][CH2:19][N:18]3[CH:17]=[C:16]([C:15]4[N:11]([CH:8]([CH3:9])[CH3:10])[N:12]=[CH:13][N:14]=4)[N:25]=[C:24]3[C:23]=2[CH:26]=1)[C:66]1[CH:71]=[CH:70][CH:69]=[CH:68][CH:67]=1. The yield is 0.840. (4) The reactants are [NH2:1][C:2]1[CH:3]=[CH:4][C:5]([O:29][C:30]2[CH:35]=[CH:34][C:33]([F:36])=[CH:32][C:31]=2[F:37])=[C:6]([C:8]2[C:9]3[CH:18]=[CH:17][N:16]([S:19]([C:22]4[CH:28]=[CH:27][C:25]([CH3:26])=[CH:24][CH:23]=4)(=[O:21])=[O:20])[C:10]=3[C:11](=[O:15])[N:12]([CH3:14])[CH:13]=2)[CH:7]=1.[CH2:38]([S:40](Cl)(=[O:42])=[O:41])[CH3:39]. The catalyst is ClCCl. The product is [F:37][C:31]1[CH:32]=[C:33]([F:36])[CH:34]=[CH:35][C:30]=1[O:29][C:5]1[CH:4]=[CH:3][C:2]([N:1]([S:19]([CH2:22][CH3:23])(=[O:21])=[O:20])[S:40]([CH2:38][CH3:39])(=[O:42])=[O:41])=[CH:7][C:6]=1[C:8]1[C:9]2[CH:18]=[CH:17][N:16]([S:19]([C:22]3[CH:23]=[CH:24][C:25]([CH3:26])=[CH:27][CH:28]=3)(=[O:20])=[O:21])[C:10]=2[C:11](=[O:15])[N:12]([CH3:14])[CH:13]=1. The yield is 0.910. (5) The reactants are C(O[C:6]([N:8](C)[CH2:9][C@@H:10]([O:46][Si](C(C)(C)C)(C)C)[CH2:11][O:12][C:13]1[CH:14]=[CH:15][C:16]([Cl:45])=[C:17]([C:19]2[N:24]=[C:23]([N:25]3[CH2:28][C:27]4([CH2:32][CH2:31][N:30]([C:33]([O:35][CH3:36])=[O:34])[CH2:29]4)[CH2:26]3)[C:22]([CH3:37])=[C:21]([C:38]3[C:39]([CH3:44])=[N:40][O:41][C:42]=3[CH3:43])[N:20]=2)[CH:18]=1)=O)(C)(C)C.C(O)(C(F)(F)F)=O. The catalyst is C(Cl)Cl. The product is [Cl:45][C:16]1[CH:15]=[CH:14][C:13]([O:12][CH2:11][C@H:10]([OH:46])[CH2:9][NH:8][CH3:6])=[CH:18][C:17]=1[C:19]1[N:24]=[C:23]([N:25]2[CH2:28][C:27]3([CH2:32][CH2:31][N:30]([C:33]([O:35][CH3:36])=[O:34])[CH2:29]3)[CH2:26]2)[C:22]([CH3:37])=[C:21]([C:38]2[C:39]([CH3:44])=[N:40][O:41][C:42]=2[CH3:43])[N:20]=1. The yield is 0.580. (6) The reactants are [C:1]1([N:7]2[C:15]3[C@@:14]4([CH3:19])[C:16]([CH3:18])([CH3:17])[C@H:11]([CH2:12][CH2:13]4)[C:10]=3[C:9](=[O:20])[NH:8]2)[CH:6]=[CH:5][CH:4]=[CH:3][CH:2]=1.[CH2:21](Br)[C:22]1[CH:27]=[CH:26][CH:25]=[CH:24][CH:23]=1. The catalyst is CN(C)C=O.O. The product is [CH2:21]([N:8]1[C:9](=[O:20])[C:10]2[C@@H:11]3[C:16]([CH3:17])([CH3:18])[C@@:14]([CH3:19])([CH2:13][CH2:12]3)[C:15]=2[N:7]1[C:1]1[CH:2]=[CH:3][CH:4]=[CH:5][CH:6]=1)[C:22]1[CH:27]=[CH:26][CH:25]=[CH:24][CH:23]=1. The yield is 0.760. (7) The reactants are Br[Zn][CH2:3][CH2:4][C:5]1[CH:10]=[CH:9][CH:8]=[CH:7][CH:6]=1.Cl[C:12]1[N:17]=[C:16]([O:18][C:19]2[C:24]([CH3:25])=[CH:23][C:22]([CH3:26])=[CH:21][C:20]=2[CH3:27])[C:15]([C:28]([O:30][CH3:31])=[O:29])=[CH:14][CH:13]=1.[Na+].[Na+].C(N(CC(O)=O)CC(O)=O)CN(CC([O-])=O)CC([O-])=O.[Cl-].[NH4+]. The catalyst is C1C=CC(P(C2C=CC=CC=2)[C-]2C=CC=C2)=CC=1.C1C=CC(P(C2C=CC=CC=2)[C-]2C=CC=C2)=CC=1.Cl[Pd]Cl.[Fe+2].ClCCl. The product is [C:5]1([CH2:4][CH2:3][C:12]2[N:17]=[C:16]([O:18][C:19]3[C:24]([CH3:25])=[CH:23][C:22]([CH3:26])=[CH:21][C:20]=3[CH3:27])[C:15]([C:28]([O:30][CH3:31])=[O:29])=[CH:14][CH:13]=2)[CH:10]=[CH:9][CH:8]=[CH:7][CH:6]=1. The yield is 0.310.